From a dataset of Catalyst prediction with 721,799 reactions and 888 catalyst types from USPTO. Predict which catalyst facilitates the given reaction. The catalyst class is: 38. Reactant: C([O:3][C:4]([C:6]1[N:7]=[C:8]([CH2:11][O:12][C:13]2[CH:18]=[CH:17][C:16](I)=[CH:15][CH:14]=2)[S:9][CH:10]=1)=[O:5])C.[C:20]1([C:29]2[CH:34]=[CH:33][CH:32]=[CH:31][CH:30]=2)[CH:25]=[CH:24][CH:23]=[C:22](B(O)O)[CH:21]=1.C(=O)([O-])[O-].[K+].[K+].Cl. Product: [C:16]1([C:31]2[CH:32]=[CH:33][CH:34]=[C:29]([C:20]3[CH:25]=[CH:24][CH:23]=[CH:22][CH:21]=3)[CH:30]=2)[CH:15]=[CH:14][C:13]([O:12][CH2:11][C:8]2[S:9][CH:10]=[C:6]([C:4]([OH:3])=[O:5])[N:7]=2)=[CH:18][CH:17]=1.